From a dataset of Forward reaction prediction with 1.9M reactions from USPTO patents (1976-2016). Predict the product of the given reaction. (1) Given the reactants [CH3:1][O:2][C:3]1[C:14]([CH2:15][CH:16]=[C:17]([CH3:19])[CH3:18])=[CH:13][C:6]2[C:7](=[O:12])[NH:8][CH2:9][CH2:10][O:11][C:5]=2[CH:4]=1.[H-].[Na+].[CH3:22]I.[Cl-].[NH4+], predict the reaction product. The product is: [CH3:1][O:2][C:3]1[C:14]([CH2:15][CH:16]=[C:17]([CH3:19])[CH3:18])=[CH:13][C:6]2[C:7](=[O:12])[N:8]([CH3:22])[CH2:9][CH2:10][O:11][C:5]=2[CH:4]=1. (2) Given the reactants [NH2:1][C:2]1[C:3]2[CH2:9][N:8]([C:10]([O:12][C:13]([CH3:16])([CH3:15])[CH3:14])=[O:11])[C:7]([CH3:18])([CH3:17])[C:4]=2[NH:5][N:6]=1.C(N(C(C)C)CC)(C)C.[CH3:28][Si:29]([CH3:36])([CH3:35])[CH2:30][CH2:31][O:32][CH2:33]Cl, predict the reaction product. The product is: [NH2:1][C:2]1[C:3]2[CH2:9][N:8]([C:10]([O:12][C:13]([CH3:16])([CH3:15])[CH3:14])=[O:11])[C:7]([CH3:18])([CH3:17])[C:4]=2[N:5]([CH2:33][O:32][CH2:31][CH2:30][Si:29]([CH3:36])([CH3:35])[CH3:28])[N:6]=1. (3) The product is: [CH3:23][O:22][C:18]1[CH:19]=[C:20]2[C:15](=[CH:16][CH:17]=1)[C:14]([CH2:24][N:32]1[CH2:33][CH2:34][O:30][C:31]1=[O:35])=[N:13][C:12]([NH:11][C:7]1[CH:8]=[C:9]([CH3:10])[NH:5][N:6]=1)=[CH:21]2. Given the reactants CS([N:5]1[C:9]([CH3:10])=[CH:8][C:7]([NH:11][C:12]2[N:13]=[C:14]([CH2:24]OS(C)(=O)=O)[C:15]3[C:20]([CH:21]=2)=[CH:19][C:18]([O:22][CH3:23])=[CH:17][CH:16]=3)=[N:6]1)(=O)=O.[O:30]1[CH2:34][CH2:33][NH:32][C:31]1=[O:35], predict the reaction product. (4) Given the reactants [CH3:1][C:2]([O:5][C:6]([N:8]1[CH:13]([C:14]([NH:16][C:17]2[CH:22]=[CH:21][CH:20]=[C:19]([C:23]([F:26])([F:25])[F:24])[CH:18]=2)=[O:15])[CH:12]2[CH2:27][CH:9]1[CH2:10][CH2:11]2)=[O:7])([CH3:4])[CH3:3].[H-].[Na+].C1(P(C2C=CC=CC=2)(O[NH2:39])=O)C=CC=CC=1, predict the reaction product. The product is: [CH3:4][C:2]([O:5][C:6]([N:8]1[CH:13]([C:14]([N:16]([C:17]2[CH:22]=[CH:21][CH:20]=[C:19]([C:23]([F:25])([F:26])[F:24])[CH:18]=2)[NH2:39])=[O:15])[CH:12]2[CH2:27][CH:9]1[CH2:10][CH2:11]2)=[O:7])([CH3:1])[CH3:3].